Predict the reaction yield, written as a fraction of the theoretical maximum amount of product (1.0 means a 100% yield; for example, 0.34 means a 34% yield). From a dataset of Reaction yield outcomes from USPTO patents with 853,638 reactions. (1) The product is [CH3:27][C:28]([S:33]([CH3:36])(=[O:35])=[O:34])([CH3:32])[C:29]([O:26][CH:23]([C:5]1[C:6]2[N:7]3[CH2:14][CH2:13][CH2:12][N:11]([C:15]4[CH:20]=[CH:19][C:18]([Cl:21])=[CH:17][C:16]=4[Cl:22])[C:8]3=[N:9][C:10]=2[C:2]([Cl:1])=[CH:3][CH:4]=1)[CH2:24][CH3:25])=[O:30]. The yield is 0.610. The reactants are [Cl:1][C:2]1[C:10]2[N:9]=[C:8]3[N:11]([C:15]4[CH:20]=[CH:19][C:18]([Cl:21])=[CH:17][C:16]=4[Cl:22])[CH2:12][CH2:13][CH2:14][N:7]3[C:6]=2[C:5]([CH:23]([OH:26])[CH2:24][CH3:25])=[CH:4][CH:3]=1.[CH3:27][C:28]([S:33]([CH3:36])(=[O:35])=[O:34])([CH3:32])[C:29](O)=[O:30].C1(P(C2C=CC=CC=2)C2C=CC=CC=2)C=CC=CC=1.CCOC(/N=N/C(OCC)=O)=O.C1(C)C=CC=CC=1. The catalyst is O1CCCC1. (2) The reactants are [C:1]([C:5]1[CH:9]=[C:8]([C:10]([O:12]CC)=[O:11])[N:7]([C:15]2[CH:20]=[CH:19][CH:18]=[C:17]([F:21])[CH:16]=2)[N:6]=1)([CH3:4])([CH3:3])[CH3:2].C1COCC1.CCO. The catalyst is Cl. The product is [C:1]([C:5]1[CH:9]=[C:8]([C:10]([OH:12])=[O:11])[N:7]([C:15]2[CH:20]=[CH:19][CH:18]=[C:17]([F:21])[CH:16]=2)[N:6]=1)([CH3:4])([CH3:2])[CH3:3]. The yield is 0.850. (3) The yield is 0.890. The reactants are [CH3:1][C:2]1([C:11]([C:13]2[C:21]3[C:16](=[N:17][CH:18]=[C:19]([C:22]4[CH:27]=[C:26]([O:28][CH3:29])[C:25]([O:30][CH3:31])=[C:24]([O:32][CH3:33])[CH:23]=4)[N:20]=3)[NH:15][CH:14]=2)=[O:12])[CH2:7][CH2:6][CH:5]([O:8]C=O)[CH2:4][CH2:3]1.[OH-].[Na+]. The product is [OH:8][CH:5]1[CH2:4][CH2:3][C:2]([C:11]([C:13]2[C:21]3[C:16](=[N:17][CH:18]=[C:19]([C:22]4[CH:23]=[C:24]([O:32][CH3:33])[C:25]([O:30][CH3:31])=[C:26]([O:28][CH3:29])[CH:27]=4)[N:20]=3)[NH:15][CH:14]=2)=[O:12])([CH3:1])[CH2:7][CH2:6]1. The catalyst is CO. (4) The reactants are II.[C:3]([O:8][C@@H:9]1[C@@H:17]([CH2:18][CH2:19]I)[C:16](=[O:21])[O:15][CH2:14][C@H:13]([NH:22][C:23]([O:25][C:26]([CH3:29])([CH3:28])[CH3:27])=[O:24])[C:12](=[O:30])[O:11][C@H:10]1[CH3:31])(=[O:7])[CH:4]([CH3:6])[CH3:5].F[C:33]1[CH:38]=[CH:37][C:36](I)=[CH:35][CH:34]=1. The catalyst is CN(C=O)C.CCOC(C)=O.[Zn].CC1C=CC=CC=1[P](C1C=CC=CC=1C)([Pd](Cl)(Cl)[P](C1=C(C)C=CC=C1)(C1C=CC=CC=1C)C1C=CC=CC=1C)C1C=CC=CC=1C. The product is [C:3]([O:8][C@@H:9]1[C@@H:17]([CH2:18][CH2:19][C:33]2[CH:38]=[CH:37][CH:36]=[CH:35][CH:34]=2)[C:16](=[O:21])[O:15][CH2:14][C@H:13]([NH:22][C:23]([O:25][C:26]([CH3:29])([CH3:28])[CH3:27])=[O:24])[C:12](=[O:30])[O:11][C@H:10]1[CH3:31])(=[O:7])[CH:4]([CH3:6])[CH3:5]. The yield is 0.510. (5) The yield is 0.920. The reactants are Cl.[NH2:2][CH:3]([C:11]1[CH:16]=[CH:15][CH:14]=[CH:13][CH:12]=1)[C:4]1[CH:5]=[C:6]([OH:10])[CH:7]=[CH:8][CH:9]=1.C(N(C(C)C)CC)(C)C.[C:26](O[C:26]([O:28][C:29]([CH3:32])([CH3:31])[CH3:30])=[O:27])([O:28][C:29]([CH3:32])([CH3:31])[CH3:30])=[O:27].C(=O)([O-])[O-].[K+].[K+]. The product is [C:29]([O:28][C:26](=[O:27])[NH:2][CH:3]([C:4]1[CH:9]=[CH:8][CH:7]=[C:6]([OH:10])[CH:5]=1)[C:11]1[CH:16]=[CH:15][CH:14]=[CH:13][CH:12]=1)([CH3:32])([CH3:31])[CH3:30]. The catalyst is ClCCl.CO. (6) The reactants are [Cl:1][C:2]1[CH:22]=[C:21]([Cl:23])[CH:20]=[CH:19][C:3]=1[O:4][C:5]1[CH:6]=[C:7]([NH:11][S:12]([C:15]([F:18])([F:17])[F:16])(=[O:14])=[O:13])[CH:8]=[CH:9][CH:10]=1.[CH2:24]([O:26][CH2:27]Cl)[CH3:25].C(=O)([O-])[O-].[K+].[K+]. The catalyst is CC(C)=O. The product is [CH2:24]([O:26][CH2:27][N:11]([C:7]1[CH:8]=[CH:9][CH:10]=[C:5]([O:4][C:3]2[CH:19]=[CH:20][C:21]([Cl:23])=[CH:22][C:2]=2[Cl:1])[CH:6]=1)[S:12]([C:15]([F:17])([F:18])[F:16])(=[O:13])=[O:14])[CH3:25]. The yield is 0.700. (7) The reactants are [OH:1][NH:2][C:3]([C:5]1[CH:6]=[C:7]([C:16]([O:18]CC)=[O:17])[CH:8]=[C:9]([C:11]([O:13]CC)=[O:12])[CH:10]=1)=[O:4].[OH-].[Na+]. The catalyst is CC(C)=O. The product is [OH:1][NH:2][C:3]([C:5]1[CH:6]=[C:7]([C:16]([OH:18])=[O:17])[CH:8]=[C:9]([C:11]([OH:13])=[O:12])[CH:10]=1)=[O:4]. The yield is 0.430. (8) The reactants are C([C:8]([NH2:12])([OH:11])[CH2:9][CH3:10])(OC(C)(C)C)=O.[CH3:13][CH2:14][C:15]1[CH:16]=[CH:17][CH:18]=[C:19]2[C:23]3[CH2:24][CH2:25][O:26][C:27]([CH2:30][C:31]([OH:33])=[O:32])([CH2:28][CH3:29])[C:22]=3[NH:21][C:20]=12.[ClH:34].C(OCC)(=O)C.C(OCC)C.CCCCCC. The catalyst is ClCCl. The product is [NH2:12][CH:8]([OH:11])[CH2:9][CH3:10].[CH3:13][CH2:14][C:15]1[CH:16]=[CH:17][CH:18]=[C:19]2[C:23]3[CH2:24][CH2:25][O:26][C:27]([CH2:30][C:31]([OH:33])=[O:32])([CH2:28][CH3:29])[C:22]=3[NH:21][C:20]=12.[ClH:34]. The yield is 0.550. (9) The reactants are [Cl:1][C:2]1[CH:7]=[CH:6][C:5]([C:8]2[C:13]([NH:14][NH2:15])=[N:12][N:11]([CH2:16][C:17]3[C:18]([CH3:27])=[N:19][C:20]([C:23]([F:26])([F:25])[F:24])=[CH:21][CH:22]=3)[C:10](=[O:28])[C:9]=2[C:29]2[CH:36]=[CH:35][C:32]([C:33]#[N:34])=[CH:31][CH:30]=2)=[CH:4][CH:3]=1.[C:37]([NH:44][C@H:45]([C:47](O)=[O:48])C)([O:39][C:40]([CH3:43])([CH3:42])[CH3:41])=[O:38].CCN=C=NCCCN(C)C.C1C=CC2N(O)N=NC=2C=1.C(N(C(C)C)CC)(C)C. The catalyst is CCOC(C)=O. The product is [Cl:1][C:2]1[CH:7]=[CH:6][C:5]([C:8]2[C:13]([NH:14][NH:15][C:47](=[O:48])[CH2:45][NH:44][C:37](=[O:38])[O:39][C:40]([CH3:41])([CH3:42])[CH3:43])=[N:12][N:11]([CH2:16][C:17]3[C:18]([CH3:27])=[N:19][C:20]([C:23]([F:25])([F:26])[F:24])=[CH:21][CH:22]=3)[C:10](=[O:28])[C:9]=2[C:29]2[CH:30]=[CH:31][C:32]([C:33]#[N:34])=[CH:35][CH:36]=2)=[CH:4][CH:3]=1. The yield is 0.600. (10) The product is [Cl:22][C:15]1[N:16]=[C:17]2[C:12](=[CH:13][C:14]=1[CH3:23])[CH2:11][C@H:10]1[N:18]2[C@H:19]([CH3:21])[CH2:20][NH:8][CH2:9]1. The reactants are C(OC([N:8]1[CH2:20][C@@H:19]([CH3:21])[N:18]2[C@H:10]([CH2:11][C:12]3[C:17]2=[N:16][C:15]([Cl:22])=[C:14]([CH3:23])[CH:13]=3)[CH2:9]1)=O)(C)(C)C.FC(F)(F)C(O)=O. The yield is 0.959. The catalyst is ClCCl.